Dataset: Catalyst prediction with 721,799 reactions and 888 catalyst types from USPTO. Task: Predict which catalyst facilitates the given reaction. (1) Reactant: [F:1][C:2]([F:43])([CH3:42])[C:3]([NH:5][C@@H:6]([CH3:41])[C@@H:7]([C:31]1[CH:40]=[CH:39][C:34]2[O:35][CH2:36][CH2:37][O:38][C:33]=2[CH:32]=1)[O:8][C:9]1[CH:10]=[C:11]2[C:15](=[CH:16][CH:17]=1)[N:14]([C:18]1[CH:19]=[C:20]([CH:28]=[CH:29][CH:30]=1)[C:21]([O:23]CC(C)C)=[O:22])[N:13]=[CH:12]2)=[O:4].[OH-].[Na+].Cl. Product: [F:43][C:2]([F:1])([CH3:42])[C:3]([NH:5][C@@H:6]([CH3:41])[C@@H:7]([C:31]1[CH:40]=[CH:39][C:34]2[O:35][CH2:36][CH2:37][O:38][C:33]=2[CH:32]=1)[O:8][C:9]1[CH:10]=[C:11]2[C:15](=[CH:16][CH:17]=1)[N:14]([C:18]1[CH:19]=[C:20]([CH:28]=[CH:29][CH:30]=1)[C:21]([OH:23])=[O:22])[N:13]=[CH:12]2)=[O:4]. The catalyst class is: 577. (2) Reactant: [CH3:1][N:2]1[CH2:7][CH2:6][N:5]([CH2:8][CH2:9][N:10]([C:15]2[CH:16]=[C:17]([CH:22]=[CH:23][C:24]=2[C:25]([F:28])([F:27])[F:26])[C:18]([O:20]C)=[O:19])[S:11]([CH3:14])(=[O:13])=[O:12])[CH2:4][CH2:3]1.[ClH:29]. Product: [ClH:29].[CH3:1][N:2]1[CH2:7][CH2:6][N:5]([CH2:8][CH2:9][N:10]([C:15]2[CH:16]=[C:17]([CH:22]=[CH:23][C:24]=2[C:25]([F:28])([F:26])[F:27])[C:18]([OH:20])=[O:19])[S:11]([CH3:14])(=[O:13])=[O:12])[CH2:4][CH2:3]1. The catalyst class is: 12. (3) Reactant: COC1C=CC([C:9]2[C:10]3[C:11](=[N:16][O:17][C:18]=3[CH3:19])[C:12](=[O:15])[NH:13][N:14]=2)=CC=1.C([S-])C.[Na+].O.Cl. Product: [CH3:19][C:18]1[O:17][N:16]=[C:11]2[C:10]=1[CH:9]=[N:14][NH:13][C:12]2=[O:15]. The catalyst class is: 3. (4) Reactant: [CH2:1]([N:8]1[CH2:17][CH2:16][C:11]2([O:15][CH2:14][CH2:13][O:12]2)[CH:10]([C:18]([O:20]CC)=[O:19])[CH2:9]1)[C:2]1[CH:7]=[CH:6][CH:5]=[CH:4][CH:3]=1.[OH-].[K+].Cl. Product: [CH2:1]([N:8]1[CH2:17][CH2:16][C:11]2([O:12][CH2:13][CH2:14][O:15]2)[CH:10]([C:18]([OH:20])=[O:19])[CH2:9]1)[C:2]1[CH:7]=[CH:6][CH:5]=[CH:4][CH:3]=1. The catalyst class is: 6. (5) Reactant: [NH:1]1[C:10]2[C:5](=[CH:6][CH:7]=[CH:8][C:9]=2[O:11][CH2:12][C:13]2[CH:18]=[CH:17][C:16]([CH2:19][CH2:20][C:21]([O:23]CC)=[O:22])=[CH:15][CH:14]=2)[CH2:4][CH2:3][CH2:2]1.Br[CH2:27][C:28]1[CH:33]=[CH:32][CH:31]=[CH:30][C:29]=1[F:34].C(N(CC)C(C)C)(C)C.C(=O)(O)[O-].[Na+]. Product: [F:34][C:29]1[CH:30]=[CH:31][CH:32]=[CH:33][C:28]=1[CH2:27][N:1]1[C:10]2[C:5](=[CH:6][CH:7]=[CH:8][C:9]=2[O:11][CH2:12][C:13]2[CH:14]=[CH:15][C:16]([CH2:19][CH2:20][C:21]([OH:23])=[O:22])=[CH:17][CH:18]=2)[CH2:4][CH2:3][CH2:2]1. The catalyst class is: 479. (6) Reactant: [Cl:1][C:2]1[CH:7]=[CH:6][C:5]([C:8]2[CH:13]=[CH:12][N:11]=[C:10]([NH:14]C(=O)OC(C)(C)C)[C:9]=2[CH:22]=[O:23])=[C:4]([F:24])[CH:3]=1.C(O)(C(F)(F)F)=O. Product: [NH2:14][C:10]1[N:11]=[CH:12][CH:13]=[C:8]([C:5]2[CH:6]=[CH:7][C:2]([Cl:1])=[CH:3][C:4]=2[F:24])[C:9]=1[CH:22]=[O:23]. The catalyst class is: 2. (7) Reactant: CC1C=CC(S(O[CH2:12][C@@H:13]2[O:26][C:17]3=[C:18]4[C:23](=[CH:24][CH:25]=[C:16]3[O:15][CH2:14]2)[N:22]=[CH:21][CH:20]=[N:19]4)(=O)=O)=CC=1.[NH:27]1[CH2:32][CH:31]=[C:30]([C:33]2[C:41]3[C:36](=[CH:37][CH:38]=[CH:39][CH:40]=3)[NH:35][CH:34]=2)[CH2:29][CH2:28]1. Product: [NH:35]1[C:36]2[C:41](=[CH:40][CH:39]=[CH:38][CH:37]=2)[C:33]([C:30]2[CH2:31][CH2:32][N:27]([CH2:12][CH:13]3[O:26][C:17]4=[C:18]5[C:23](=[CH:24][CH:25]=[C:16]4[O:15][CH2:14]3)[N:22]=[CH:21][CH:20]=[N:19]5)[CH2:28][CH:29]=2)=[CH:34]1. The catalyst class is: 148.